Dataset: Experimentally validated miRNA-target interactions with 360,000+ pairs, plus equal number of negative samples. Task: Binary Classification. Given a miRNA mature sequence and a target amino acid sequence, predict their likelihood of interaction. The protein sequence of the target gene is MKEGMSNNSTTSISQARKAVEQLKMEACMDRVKVSQAASDLLAYCEAHVREDPLIIPVPASENPFREKKFFCTIL. Result: 0 (no interaction). The miRNA is hsa-miR-1237-5p with sequence CGGGGGCGGGGCCGAAGCGCG.